This data is from Full USPTO retrosynthesis dataset with 1.9M reactions from patents (1976-2016). The task is: Predict the reactants needed to synthesize the given product. The reactants are: Br[C:2]1[C:7]2[CH:8]=[C:9]([CH2:11][C:12]3[O:13][C:14]4[CH:20]=[CH:19][CH:18]=[C:17](Br)[C:15]=4[CH:16]=3)[O:10][C:6]=2[CH:5]=[CH:4][CH:3]=1.[C:22]([Cu])#[N:23].Cl.[N:26]1C2C(=CC=CC=2)C=C[CH:27]=1. Given the product [C:27]([C:3]1[CH:4]=[CH:5][C:6]2[O:10][C:9]([CH2:11][C:12]3[O:13][C:14]4[CH:20]=[CH:19][C:18]([C:22]#[N:23])=[CH:17][C:15]=4[CH:16]=3)=[CH:8][C:7]=2[CH:2]=1)#[N:26], predict the reactants needed to synthesize it.